This data is from Peptide-MHC class I binding affinity with 185,985 pairs from IEDB/IMGT. The task is: Regression. Given a peptide amino acid sequence and an MHC pseudo amino acid sequence, predict their binding affinity value. This is MHC class I binding data. The peptide sequence is RSIAMLKSK. The MHC is HLA-A03:01 with pseudo-sequence HLA-A03:01. The binding affinity (normalized) is 0.503.